This data is from Reaction yield outcomes from USPTO patents with 853,638 reactions. The task is: Predict the reaction yield, written as a fraction of the theoretical maximum amount of product (1.0 means a 100% yield; for example, 0.34 means a 34% yield). The catalyst is O1CCOCC1. The product is [C:15]1([C@@H:3]2[C@H:2]([CH3:1])[CH2:7][CH2:6][N:5]([C:8]([O:10][C:11]([CH3:12])([CH3:14])[CH3:13])=[O:9])[CH2:4]2)[N:19]2[C:20]3[CH:26]=[CH:25][NH:24][C:21]=3[N:22]=[CH:23][C:18]2=[CH:17][N:16]=1. The reactants are [CH3:1][C@@H:2]1[CH2:7][CH2:6][N:5]([C:8]([O:10][C:11]([CH3:14])([CH3:13])[CH3:12])=[O:9])[CH2:4][C@@H:3]1[C:15]1[N:19]2[C:20]3[CH:26]=[CH:25][N:24](S(C4C=CC(C)=CC=4)(=O)=O)[C:21]=3[N:22]=[CH:23][C:18]2=[CH:17][N:16]=1.[OH-].[Na+]. The yield is 0.990.